This data is from Full USPTO retrosynthesis dataset with 1.9M reactions from patents (1976-2016). The task is: Predict the reactants needed to synthesize the given product. (1) The reactants are: C([C:3]([CH2:8]O)([CH3:7])[C:4]([OH:6])=[O:5])O.[C:16]([O:17][CH2:18][CH2:15][CH2:16][O:17][CH3:18])(=O)[CH3:15].C([O-])(=O)CCCCCCCCCCC.C([O-])(=O)CCCCCCCCCCC.C([Sn+2]CCCC)CCC. Given the product [C:4]([O:6][CH2:15][CH:16]1[O:17][CH2:18]1)(=[O:5])[C:3]([CH3:7])=[CH2:8], predict the reactants needed to synthesize it. (2) Given the product [N+:1]([C:4]1[CH:5]=[CH:6][C:7]([CH:8]([OH:9])[CH2:18][CH:17]=[CH2:16])=[CH:10][CH:11]=1)([O-:3])=[O:2], predict the reactants needed to synthesize it. The reactants are: [N+:1]([C:4]1[CH:11]=[CH:10][C:7]([CH:8]=[O:9])=[CH:6][CH:5]=1)([O-:3])=[O:2].C(O[CH2:16][CH:17]=[CH2:18])(=O)C.O.CCN(CC)CC.CC1C(C)=C(C)C(C)=C(C)C=1C. (3) Given the product [Cl:11][C:9]1[CH:8]=[C:4]([CH:3]=[C:2]([N:14]([CH3:13])[CH2:15][CH:16]2[CH2:18][CH:17]2[CH3:20])[N:10]=1)[C:5]([OH:7])=[O:6], predict the reactants needed to synthesize it. The reactants are: Cl[C:2]1[CH:3]=[C:4]([CH:8]=[C:9]([Cl:11])[N:10]=1)[C:5]([OH:7])=[O:6].Cl.[CH3:13][NH:14][CH2:15][C:16]1(C)[CH2:18][CH2:17]1.[C:20](=O)([O-])[O-].[Cs+].[Cs+]. (4) Given the product [NH2:18][C:9]1[C:8]2[N:7]=[C:6]([CH2:19][CH2:20][CH2:21][CH3:22])[N:5]([CH2:4][CH2:3][CH2:2][NH:1][CH2:23][C:25]3[CH:26]=[CH:27][C:28]([CH2:31][C:32]([O:34][CH3:35])=[O:33])=[CH:29][CH:30]=3)[C:17]=2[C:16]2[CH:15]=[CH:14][CH:13]=[CH:12][C:11]=2[N:10]=1, predict the reactants needed to synthesize it. The reactants are: [NH2:1][CH2:2][CH2:3][CH2:4][N:5]1[C:17]2[C:16]3[CH:15]=[CH:14][CH:13]=[CH:12][C:11]=3[N:10]=[C:9]([NH2:18])[C:8]=2[N:7]=[C:6]1[CH2:19][CH2:20][CH2:21][CH3:22].[CH:23]([C:25]1[CH:30]=[CH:29][C:28]([CH2:31][C:32]([O:34][CH3:35])=[O:33])=[CH:27][CH:26]=1)=O.[BH4-].[Na+]. (5) Given the product [OH:69][C@H:66]1[CH2:67][CH2:68][N:64]([C:25]([C:22]2[CH:21]=[C:20]([C:16]3[CH:15]=[C:14]([O:13][C:12]4[CH:11]=[C:10]([NH:9][C:7]([C:3]5[O:4][CH:5]=[CH:6][C:2]=5[CH3:1])=[O:8])[CH:30]=[CH:29][CH:28]=4)[CH:19]=[CH:18][N:17]=3)[NH:24][CH:23]=2)=[O:27])[CH2:65]1, predict the reactants needed to synthesize it. The reactants are: [CH3:1][C:2]1[CH:6]=[CH:5][O:4][C:3]=1[C:7]([NH:9][C:10]1[CH:11]=[C:12]([CH:28]=[CH:29][CH:30]=1)[O:13][C:14]1[CH:19]=[CH:18][N:17]=[C:16]([C:20]2[NH:24][CH:23]=[C:22]([C:25]([OH:27])=O)[CH:21]=2)[CH:15]=1)=[O:8].CN(C(ON1N=NC2C=CC=NC1=2)=[N+](C)C)C.F[P-](F)(F)(F)(F)F.C(N(CC)C(C)C)(C)C.[NH:64]1[CH2:68][CH2:67][C@H:66]([OH:69])[CH2:65]1.Cl. (6) Given the product [OH:2][CH2:3][C:5]1[CH:6]=[CH:7][C:8]2=[C:9]([CH:23]=1)[O:10][CH2:11][C:12]1[CH:22]=[CH:21][CH:20]=[CH:19][C:13]=1/[C:14]/2=[C:15](\[CH3:16])/[C:17]#[N:18], predict the reactants needed to synthesize it. The reactants are: C[O:2][C:3]([C:5]1[CH:6]=[CH:7][C:8]2=[C:9]([CH:23]=1)[O:10][CH2:11][C:12]1[CH:22]=[CH:21][CH:20]=[CH:19][C:13]=1/[C:14]/2=[C:15](/[C:17]#[N:18])\[CH3:16])=O.[BH4-].[Li+].Cl. (7) The reactants are: [NH2:1][C:2]1[CH:9]=[CH:8][C:5]([C:6]#N)=[CH:4][CH:3]=1.[S-:10][C:11]#[N:12].[K+].BrBr.[C:16](#[N:23])C1C=CC=CC=1. Given the product [NH2:12][C:11]1[S:10][C:3]2[CH:4]=[C:5]([CH2:6][C:16]#[N:23])[CH:8]=[CH:9][C:2]=2[N:1]=1, predict the reactants needed to synthesize it.